Dataset: Full USPTO retrosynthesis dataset with 1.9M reactions from patents (1976-2016). Task: Predict the reactants needed to synthesize the given product. (1) Given the product [CH2:1]([O:8][C@@H:9]1[C@@H:16]([O:17][CH2:18][C:19]2[CH:24]=[CH:23][CH:22]=[CH:21][CH:20]=2)[C@H:15]([F:41])[C@@H:14]([CH2:26][O:27][CH2:28][C:29]2[CH:34]=[CH:33][CH:32]=[CH:31][CH:30]=2)[O:13][C@H:10]1[O:11][CH3:12])[C:2]1[CH:7]=[CH:6][CH:5]=[CH:4][CH:3]=1, predict the reactants needed to synthesize it. The reactants are: [CH2:1]([O:8][C@@H:9]1[C@@H:16]([O:17][CH2:18][C:19]2[CH:24]=[CH:23][CH:22]=[CH:21][CH:20]=2)[C@@H:15](O)[C@@H:14]([CH2:26][O:27][CH2:28][C:29]2[CH:34]=[CH:33][CH:32]=[CH:31][CH:30]=2)[O:13][C@H:10]1[O:11][CH3:12])[C:2]1[CH:7]=[CH:6][CH:5]=[CH:4][CH:3]=1.C(N(S(F)(F)[F:41])CC)C.C(=O)([O-])O.[Na+]. (2) Given the product [ClH:54].[ClH:54].[OH:1][C:2]1[CH:31]=[CH:30][C:5]2[C:6](=[O:29])/[C:7](=[CH:9]/[C:10]3[C:18]4[C:13](=[CH:14][CH:15]=[CH:16][CH:17]=4)[N:12]([S:19]([C:22]4[CH:23]=[CH:24][C:25]([CH3:26])=[CH:27][CH:28]=4)(=[O:20])=[O:21])[CH:11]=3)/[O:8][C:4]=2[C:3]=1[CH2:32][N:33]1[CH2:38][CH2:37][NH:36][CH2:35][CH2:34]1, predict the reactants needed to synthesize it. The reactants are: [OH:1][C:2]1[CH:31]=[CH:30][C:5]2[C:6](=[O:29])/[C:7](=[CH:9]/[C:10]3[C:18]4[C:13](=[CH:14][CH:15]=[CH:16][CH:17]=4)[N:12]([S:19]([C:22]4[CH:28]=[CH:27][C:25]([CH3:26])=[CH:24][CH:23]=4)(=[O:21])=[O:20])[CH:11]=3)/[O:8][C:4]=2[C:3]=1[CH2:32][N:33]1[CH2:38][CH2:37][N:36](C(OC(C)(C)C)=O)[CH2:35][CH2:34]1.FC(F)(F)C(O)=O.C(Cl)[Cl:54]. (3) Given the product [O:20]=[C:17]1[N:16]=[C:15]([NH:2][CH2:3][C:4]([NH2:6])=[O:5])[CH2:19][S:18]1, predict the reactants needed to synthesize it. The reactants are: Cl.[NH2:2][CH2:3][C:4]([NH2:6])=[O:5].C(N(CC)CC)C.S=[C:15]1[CH2:19][S:18][C:17](=[O:20])[NH:16]1. (4) Given the product [CH3:1][O:2][C:3]([C:7]1[S:8][CH:9]=[C:10]([CH2:12][OH:13])[N:11]=1)([O:5][CH3:6])[CH3:4], predict the reactants needed to synthesize it. The reactants are: [CH3:1][O:2][C:3]([C:7]1[S:8][CH:9]=[C:10]([CH:12]=[O:13])[N:11]=1)([O:5][CH3:6])[CH3:4].[BH4-].[Na+].[NH4+].[Cl-]. (5) Given the product [CH3:14][O:13][C:11](=[O:12])[C:10]1[CH:15]=[CH:16][CH:17]=[C:8]([C:6]2[C:23]3[C:22](=[CH:21][C:20]([O:19][CH3:18])=[C:28]4[O:27][C:26]([CH3:30])([CH3:29])[CH2:25][C:24]4=3)[CH2:31][C:32]([CH3:34])([CH3:33])[N:7]=2)[CH:9]=1, predict the reactants needed to synthesize it. The reactants are: S(=O)(=O)(O)O.[C:6]([C:8]1[CH:9]=[C:10]([CH:15]=[CH:16][CH:17]=1)[C:11]([O:13][CH3:14])=[O:12])#[N:7].[CH3:18][O:19][C:20]1[C:28]2[O:27][C:26]([CH3:30])([CH3:29])[CH2:25][C:24]=2[CH:23]=[C:22]([CH:31]=[C:32]([CH3:34])[CH3:33])[CH:21]=1.C([O-])(=O)C.[Na+].N. (6) Given the product [S:31](=[O:33])(=[O:32])([O:29][CH2:28][C@@H:10]1[CH2:11][C@@H:12]([N:14]2[C:18]3[N:19]=[CH:20][N:21]=[C:22]([NH:23][CH2:24][CH:25]4[CH2:27][CH2:26]4)[C:17]=3[CH:16]=[CH:15]2)[CH2:13][C@@H:9]1[O:8][Si:1]([C:4]([CH3:7])([CH3:6])[CH3:5])([CH3:3])[CH3:2])[NH2:34], predict the reactants needed to synthesize it. The reactants are: [Si:1]([O:8][C@H:9]1[CH2:13][C@H:12]([N:14]2[C:18]3[N:19]=[CH:20][N:21]=[C:22]([NH:23][CH2:24][CH:25]4[CH2:27][CH2:26]4)[C:17]=3[CH:16]=[CH:15]2)[CH2:11][C@H:10]1[CH2:28][OH:29])([C:4]([CH3:7])([CH3:6])[CH3:5])([CH3:3])[CH3:2].Cl[S:31]([NH2:34])(=[O:33])=[O:32]. (7) Given the product [F:18][C:17]1[CH:16]=[CH:15][CH:14]=[C:13]([F:19])[C:12]=1[C:11]1[C:10](=[O:20])[CH:9]=[CH:8][N:6]2[C:5]=1[CH:4]=[CH:3][C:2]([NH:1][C:36]([NH:35][C:30]1[CH:31]=[CH:32][CH:33]=[CH:34][C:29]=1[F:28])=[O:37])=[N:7]2, predict the reactants needed to synthesize it. The reactants are: [NH2:1][C:2]1[CH:3]=[CH:4][C:5]2[N:6]([CH:8]=[CH:9][C:10](=[O:20])[C:11]=2[C:12]2[C:17]([F:18])=[CH:16][CH:15]=[CH:14][C:13]=2[F:19])[N:7]=1.C(N(CC)CC)C.[F:28][C:29]1[CH:34]=[CH:33][CH:32]=[CH:31][C:30]=1[N:35]=[C:36]=[O:37]. (8) Given the product [NH:1]([C:2]1[CH:3]=[C:4]2[C:9](=[CH:10][CH:11]=1)[NH:8][C:7](=[O:12])[CH:6]=[C:5]2[C:13]([F:16])([F:14])[F:15])[NH2:17], predict the reactants needed to synthesize it. The reactants are: [NH2:1][C:2]1[CH:3]=[C:4]2[C:9](=[CH:10][CH:11]=1)[NH:8][C:7](=[O:12])[CH:6]=[C:5]2[C:13]([F:16])([F:15])[F:14].[N:17]([O-])=O.[Na+].O.O.Cl[Sn]Cl.